Predict the reactants needed to synthesize the given product. From a dataset of Full USPTO retrosynthesis dataset with 1.9M reactions from patents (1976-2016). (1) Given the product [C:14]1([CH2:13][CH2:12][CH2:11][CH:10]([NH:20][C:21](=[O:38])[C@H:22]([CH2:31][C:32]2[CH:33]=[N:34][CH:35]=[CH:36][CH:37]=2)[NH2:23])[CH2:9][CH2:8][CH2:7][C:1]2[CH:2]=[CH:3][CH:4]=[CH:5][CH:6]=2)[CH:19]=[CH:18][CH:17]=[CH:16][CH:15]=1, predict the reactants needed to synthesize it. The reactants are: [C:1]1([CH2:7][CH2:8][CH2:9][CH:10]([NH:20][C:21](=[O:38])[C@H:22]([CH2:31][C:32]2[CH:33]=[N:34][CH:35]=[CH:36][CH:37]=2)[NH:23]C(OC(C)(C)C)=O)[CH2:11][CH2:12][CH2:13][C:14]2[CH:19]=[CH:18][CH:17]=[CH:16][CH:15]=2)[CH:6]=[CH:5][CH:4]=[CH:3][CH:2]=1.FC(F)(F)C(O)=O. (2) Given the product [CH3:25][O:1][CH:2]([C:16]1[CH:17]=[CH:18][CH:19]=[CH:20][CH:21]=1)[CH:3]1[CH2:8][CH2:7][N:6]([C:9]([O:11][C:12]([CH3:14])([CH3:15])[CH3:13])=[O:10])[CH2:5][CH2:4]1, predict the reactants needed to synthesize it. The reactants are: [OH:1][CH:2]([C:16]1[CH:21]=[CH:20][CH:19]=[CH:18][CH:17]=1)[CH:3]1[CH2:8][CH2:7][N:6]([C:9]([O:11][C:12]([CH3:15])([CH3:14])[CH3:13])=[O:10])[CH2:5][CH2:4]1.[H-].[Na+].I[CH3:25].O. (3) Given the product [CH3:1][N:2]([CH3:5])[CH:3]=[CH:6][CH:7]=[C:22]([C:21](=[O:28])[C:20]([F:29])([F:30])[F:19])[C:23]([O:25][CH2:26][CH3:27])=[O:24], predict the reactants needed to synthesize it. The reactants are: [CH3:1][N:2]([CH3:5])[CH:3]=O.[C:6](Cl)(=O)[C:7](Cl)=O.C(OCCCC)=C.[F:19][C:20]([F:30])([F:29])[C:21](=[O:28])[CH2:22][C:23]([O:25][CH2:26][CH3:27])=[O:24].C(N(CC)CC)C.Cl. (4) Given the product [O:20]1[CH2:21][CH2:22][N:17]([C:14]([C:3]2[CH:2]=[CH:1][C:13]3[N:12]([CH2:3][CH2:2][CH2:1][CH2:13][CH3:5])[C:11]4[C:6]([C:5]=3[CH:4]=2)=[CH:7][CH:8]=[CH:9][CH:10]=4)=[O:16])[CH2:18][CH2:19]1, predict the reactants needed to synthesize it. The reactants are: [CH:1]1[C:13]2[NH:12][C:11]3[C:6](=[CH:7][CH:8]=[CH:9][CH:10]=3)[C:5]=2[CH:4]=[C:3]([C:14]([OH:16])=O)[CH:2]=1.[NH:17]1[CH2:22][CH2:21][O:20][CH2:19][CH2:18]1. (5) Given the product [C:23]([O:27][C:28]([NH:30][C:31]1[C:40]([C:41]([O:43][CH3:44])=[O:42])=[C:39]2[C:34]([C:35]3([CH3:48])[CH2:45][CH:36]3[CH2:37][O:38]2)=[CH:33][CH:32]=1)=[O:29])([CH3:26])([CH3:25])[CH3:24], predict the reactants needed to synthesize it. The reactants are: CC(C)(C)C(NC1C(C(OC)=O)=C2C(C3CC3CO2)=CC=1)=O.[C:23]([O:27][C:28]([NH:30][C:31]1[C:40]([C:41]([O:43][CH3:44])=[O:42])=[C:39]2[C:34]([C:35]3([CH3:48])[C:45](Br)(Br)[CH:36]3[CH2:37][O:38]2)=[CH:33][CH:32]=1)=[O:29])([CH3:26])([CH3:25])[CH3:24]. (6) Given the product [N:25]1[C:3]([CH2:4][C@@H:5]2[CH2:10][CH2:9][CH2:8][CH2:7][N:6]2[C:11]([O:13][C:14]([CH3:17])([CH3:16])[CH3:15])=[O:12])=[CH:2][N:19]2[CH:24]=[CH:23][CH:22]=[CH:21][C:20]=12, predict the reactants needed to synthesize it. The reactants are: Br[CH2:2][C:3](=O)[CH2:4][C@@H:5]1[CH2:10][CH2:9][CH2:8][CH2:7][N:6]1[C:11]([O:13][C:14]([CH3:17])([CH3:16])[CH3:15])=[O:12].[N:19]1[CH:24]=[CH:23][CH:22]=[CH:21][C:20]=1[NH2:25]. (7) The reactants are: [CH2:1]([O:3][C:4]1[CH:9]=[CH:8][CH:7]=[CH:6][C:5]=1[C:10]1[CH:15]=[CH:14][C:13]([C:16]#[N:17])=[CH:12][C:11]=1[N+:18]([O-])=O)[CH3:2].B.C1COCC1.O.C1COCC1. Given the product [NH2:17][CH2:16][C:13]1[CH:14]=[CH:15][C:10]([C:5]2[CH:6]=[CH:7][CH:8]=[CH:9][C:4]=2[O:3][CH2:1][CH3:2])=[C:11]([NH2:18])[CH:12]=1, predict the reactants needed to synthesize it.